Dataset: NCI-60 drug combinations with 297,098 pairs across 59 cell lines. Task: Regression. Given two drug SMILES strings and cell line genomic features, predict the synergy score measuring deviation from expected non-interaction effect. Drug 1: CCC1=C2CN3C(=CC4=C(C3=O)COC(=O)C4(CC)O)C2=NC5=C1C=C(C=C5)O. Drug 2: CCN(CC)CCCC(C)NC1=C2C=C(C=CC2=NC3=C1C=CC(=C3)Cl)OC. Cell line: A549. Synergy scores: CSS=25.5, Synergy_ZIP=-1.62, Synergy_Bliss=5.21, Synergy_Loewe=-6.51, Synergy_HSA=5.75.